This data is from Forward reaction prediction with 1.9M reactions from USPTO patents (1976-2016). The task is: Predict the product of the given reaction. (1) Given the reactants [O:1]=[C:2]1[NH:11][CH:10]([C:12]2[CH:19]=[CH:18][C:15]([C:16]#[N:17])=[CH:14][C:13]=2C)[C:9]2[C:8](=[O:21])[CH2:7][CH2:6][CH2:5][C:4]=2[N:3]1[C:22]1[CH:27]=[CH:26][CH:25]=[C:24]([C:28]([F:31])([F:30])[F:29])[CH:23]=1.Cl.NC(C1C(=O)CCCC=1NC1C=CC=C(C(F)(F)F)C=1)C1C=CC(C#N)=CC=1[Cl:43], predict the reaction product. The product is: [Cl:43][C:13]1[CH:14]=[C:15]([CH:18]=[CH:19][C:12]=1[CH:10]1[C:9]2[C:8](=[O:21])[CH2:7][CH2:6][CH2:5][C:4]=2[N:3]([C:22]2[CH:27]=[CH:26][CH:25]=[C:24]([C:28]([F:31])([F:30])[F:29])[CH:23]=2)[C:2](=[O:1])[NH:11]1)[C:16]#[N:17]. (2) Given the reactants [NH2:1][CH:2]([C:6]1[CH:14]=[CH:13][C:12]([Cl:15])=[CH:11][C:7]=1[C:8](O)=[O:9])[CH:3]([CH3:5])[CH3:4].CCN(C(C)C)C(C)C.CN(C(ON1N=NC2C=CC=NC1=2)=[N+](C)C)C.F[P-](F)(F)(F)(F)F.[NH4+].[Cl-], predict the reaction product. The product is: [Cl:15][C:12]1[CH:11]=[C:7]2[C:6]([CH:2]([CH:3]([CH3:5])[CH3:4])[NH:1][C:8]2=[O:9])=[CH:14][CH:13]=1. (3) Given the reactants C(OC([N:8]1[CH2:13][C@@H:12]2[CH2:14][C@H:9]1[CH:10]([CH3:18])[N:11]2[CH:15]([CH3:17])[CH3:16])=O)(C)(C)C.CO.Cl, predict the reaction product. The product is: [CH:15]([N:11]1[CH:10]([CH3:18])[C@@H:9]2[CH2:14][C@H:12]1[CH2:13][NH:8]2)([CH3:17])[CH3:16]. (4) Given the reactants O[CH:2]=[C:3]1[C:11]2[C:6](=[CH:7][CH:8]=[CH:9][CH:10]=2)[NH:5][C:4]1=[O:12].[NH2:13][C:14]1[CH:19]=[CH:18][C:17]([NH:20][S:21]([CH2:24]C)(=[O:23])=[O:22])=[CH:16][CH:15]=1, predict the reaction product. The product is: [O:12]=[C:4]1[NH:5][C:6]2[C:11](/[C:3]/1=[CH:2]/[NH:13][C:14]1[CH:19]=[CH:18][C:17]([NH:20][S:21]([CH3:24])(=[O:23])=[O:22])=[CH:16][CH:15]=1)=[CH:10][CH:9]=[CH:8][CH:7]=2. (5) The product is: [CH2:1]([N:3]1[C:7](=[NH:8])/[C:6](=[CH:9]/[C:10]2[CH:15]=[CH:14][C:13]([O:16][CH2:28][C:23]3[CH:24]=[CH:25][CH:26]=[CH:27][C:22]=3[C:21]([F:20])([F:30])[F:31])=[C:12]([O:17][CH3:18])[CH:11]=2)/[NH:5][C:4]1=[O:19])[CH3:2]. Given the reactants [CH2:1]([N:3]1[C:7](=[NH:8])/[C:6](=[CH:9]/[C:10]2[CH:15]=[CH:14][C:13]([OH:16])=[C:12]([O:17][CH3:18])[CH:11]=2)/[NH:5][C:4]1=[O:19])[CH3:2].[F:20][C:21]([F:31])([F:30])[C:22]1[CH:27]=[CH:26][CH:25]=[CH:24][C:23]=1[CH2:28]O.N(C(OCC)=O)=NC(OCC)=O.C1(P(C2C=CC=CC=2)C2C=CC=CC=2)C=CC=CC=1, predict the reaction product.